Dataset: Full USPTO retrosynthesis dataset with 1.9M reactions from patents (1976-2016). Task: Predict the reactants needed to synthesize the given product. (1) Given the product [CH3:1][C:2]1[C:3]2[CH2:8][CH2:9][C:10]3[CH:15]=[CH:14][N:13]=[CH:12][C:11]=3[C:16](=[O:18])[C:4]=2[CH:5]=[CH:6][CH:7]=1, predict the reactants needed to synthesize it. The reactants are: [CH3:1][C:2]1[CH:7]=[CH:6][CH:5]=[CH:4][C:3]=1[CH2:8][CH2:9][C:10]1[CH:15]=[CH:14][N:13]=[CH:12][C:11]=1[C:16]([OH:18])=O.[OH-].[K+]. (2) Given the product [NH:14]1[CH2:15][CH2:16][CH2:12][CH2:13]1.[P:62]([NH2:70])([O-:61])[O:79][N:24]1[C:32](=[O:33])[C:31]2=[CH:30][CH:29]=[CH:28][CH:27]=[C:26]2[C:25]1=[O:34], predict the reactants needed to synthesize it. The reactants are: COC1C=CC(C(C2C=CC(OC)=CC=2)OC(C2C=CC=CC=2)[CH:12]2[CH:16](O)[CH2:15][N:14](C(=O)CCCCC[N:24]3[C:32](=[O:33])[C:31]4[C:26](=[CH:27][CH:28]=[CH:29][CH:30]=4)[C:25]3=[O:34])[CH2:13]2)=CC=1.C1(C)C=CC=CC=1.C(CC[O:61][P:62]([N:70](C(C)C)C(C)C)N(C(C)C)C(C)C)#N.C(OCC)(=[O:79])C. (3) Given the product [N:1]1([C:13]2[CH2:14][CH2:15][N:10]([C:7](=[O:9])[CH3:8])[CH2:11][CH:12]=2)[CH2:6][CH2:5][O:4][CH2:3][CH2:2]1, predict the reactants needed to synthesize it. The reactants are: [NH:1]1[CH2:6][CH2:5][O:4][CH2:3][CH2:2]1.[C:7]([N:10]1[CH2:15][CH2:14][C:13](=O)[CH2:12][CH2:11]1)(=[O:9])[CH3:8]. (4) The reactants are: [NH2:1][C:2]1[CH:7]=[C:6]([C:8]#[N:9])[CH:5]=[CH:4][C:3]=1[CH2:10][C:11]([O:13][CH3:14])=[O:12].Cl.[N:16]1[CH:21]=[CH:20][CH:19]=[CH:18][C:17]=1[C:22](Cl)=[O:23].O.C(=O)([O-])[O-].[K+].[K+]. Given the product [C:8]([C:6]1[CH:5]=[CH:4][C:3]([CH2:10][C:11]([O:13][CH3:14])=[O:12])=[C:2]([NH:1][C:22]([C:17]2[CH:18]=[CH:19][CH:20]=[CH:21][N:16]=2)=[O:23])[CH:7]=1)#[N:9], predict the reactants needed to synthesize it. (5) Given the product [Br:35][C:10]1[CH:11]=[C:12]([C:13](=[O:14])[NH:15][CH2:16][C:17]2[CH:22]=[C:21]([Cl:23])[CH:20]=[CH:19][C:18]=2[S:24]([CH2:27][CH3:28])(=[O:26])=[O:25])[CH:29]=[C:30]([C:31]([F:34])([F:33])[F:32])[C:9]=1[CH2:8][N:4]1[CH2:5][CH2:6][CH2:7][C@H:2]([NH:1][C:45](=[O:46])[CH2:44][NH:43][C:41](=[O:42])[O:40][C:37]([CH3:36])([CH3:38])[CH3:39])[CH2:3]1, predict the reactants needed to synthesize it. The reactants are: [NH2:1][C@H:2]1[CH2:7][CH2:6][CH2:5][N:4]([CH2:8][C:9]2[C:30]([C:31]([F:34])([F:33])[F:32])=[CH:29][C:12]([C:13]([NH:15][CH2:16][C:17]3[CH:22]=[C:21]([Cl:23])[CH:20]=[CH:19][C:18]=3[S:24]([CH2:27][CH3:28])(=[O:26])=[O:25])=[O:14])=[CH:11][C:10]=2[Br:35])[CH2:3]1.[CH3:36][C:37]([O:40][C:41]([NH:43][CH2:44][C:45](O)=[O:46])=[O:42])([CH3:39])[CH3:38].CN(C(ON1N=NC2C=CC=NC1=2)=[N+](C)C)C.F[P-](F)(F)(F)(F)F. (6) Given the product [CH3:24][C:8]1[C:7]([CH2:6][C:5]([OH:25])=[O:4])=[C:11]([C:12]2[CH:17]=[CH:16][CH:15]=[CH:14][CH:13]=2)[N:10]([C:18]2[CH:23]=[N:22][CH:21]=[CH:20][N:19]=2)[N:9]=1, predict the reactants needed to synthesize it. The reactants are: [OH-].[Na+].C[O:4][C:5](=[O:25])[CH2:6][C:7]1[C:8]([CH3:24])=[N:9][N:10]([C:18]2[CH:23]=[N:22][CH:21]=[CH:20][N:19]=2)[C:11]=1[C:12]1[CH:17]=[CH:16][CH:15]=[CH:14][CH:13]=1. (7) The reactants are: [CH:1]1([C:6]2[C:10]3[CH2:11][N:12](C(OC(C)(C)C)=O)[C@H:13]([CH3:15])[CH2:14][C:9]=3[NH:8][N:7]=2)[CH2:5][CH2:4][CH2:3][CH2:2]1.Cl.O1CCOCC1. Given the product [CH:1]1([C:6]2[C:10]3[CH2:11][NH:12][C@H:13]([CH3:15])[CH2:14][C:9]=3[NH:8][N:7]=2)[CH2:2][CH2:3][CH2:4][CH2:5]1, predict the reactants needed to synthesize it. (8) Given the product [S:18]1[CH:19]=[CH:20][CH:21]=[C:17]1[S:14]([N:11]1[CH2:12][CH2:13][N:8]([C:7]2[CH:6]=[CH:5][C:4]([C:22]([OH:31])([C:27]([F:30])([F:29])[F:28])[C:23]([F:26])([F:25])[F:24])=[CH:3][C:2]=2[C:42]#[C:41][CH2:40][NH:39][C:37](=[O:38])[O:36][C:32]([CH3:34])([CH3:33])[CH3:35])[CH2:9][CH2:10]1)(=[O:16])=[O:15], predict the reactants needed to synthesize it. The reactants are: Br[C:2]1[CH:3]=[C:4]([C:22]([OH:31])([C:27]([F:30])([F:29])[F:28])[C:23]([F:26])([F:25])[F:24])[CH:5]=[CH:6][C:7]=1[N:8]1[CH2:13][CH2:12][N:11]([S:14]([C:17]2[S:18][CH:19]=[CH:20][CH:21]=2)(=[O:16])=[O:15])[CH2:10][CH2:9]1.[C:32]([O:36][C:37]([NH:39][CH2:40][C:41]#[CH:42])=[O:38])([CH3:35])([CH3:34])[CH3:33]. (9) Given the product [C:5]([OH:6])(=[O:1])/[CH:4]=[CH:3]/[C:2]([OH:12])=[O:11].[Cl:13][C:14]1[CH:15]=[CH:16][C:17]2[CH2:23][CH2:22][NH:21][CH2:20][C@H:19]([CH3:24])[C:18]=2[CH:25]=1.[Cl:13][C:14]1[CH:15]=[CH:16][C:17]2[CH2:23][CH2:22][NH:21][CH2:20][C@H:19]([CH3:24])[C:18]=2[CH:25]=1, predict the reactants needed to synthesize it. The reactants are: [OH2:1].[C:2]([OH:12])(=[O:11])[C:3]1NC(=O)N[C:5](=[O:6])[CH:4]=1.[Cl:13][C:14]1[CH:15]=[CH:16][C:17]2[CH2:23][CH2:22][NH:21][CH2:20][C@H:19]([CH3:24])[C:18]=2[CH:25]=1.